From a dataset of Catalyst prediction with 721,799 reactions and 888 catalyst types from USPTO. Predict which catalyst facilitates the given reaction. (1) Reactant: [CH3:1][C:2]([CH3:16])([CH3:15])[CH:3]([OH:14])[CH2:4][C:5]1[CH:10]=[CH:9][CH:8]=[CH:7][C:6]=1[N+:11]([O-])=O.S(=O)(=O)(O)O.[H][H]. Product: [NH2:11][C:6]1[CH:7]=[CH:8][CH:9]=[CH:10][C:5]=1[CH2:4][CH:3]([OH:14])[C:2]([CH3:15])([CH3:1])[CH3:16]. The catalyst class is: 123. (2) Reactant: [CH:1]1([NH:4][C:5](=[O:45])[NH:6][C:7]2[CH:43]=[CH:42][C:10]([O:11][C:12]3[CH:17]=[CH:16][N:15]=[C:14]4[CH:18]=[C:19]([C:21]5[N:26]=[CH:25][C:24]([CH2:27][NH:28][CH:29]6[CH2:34][CH2:33][N:32]([C:35]([O:37][C:38]([CH3:41])([CH3:40])[CH3:39])=[O:36])[CH2:31][CH2:30]6)=[CH:23][CH:22]=5)[S:20][C:13]=34)=[C:9]([F:44])[CH:8]=2)[CH2:3][CH2:2]1.[CH3:46][C:47](OC(C)=O)=[O:48]. Product: [CH:1]1([NH:4][C:5](=[O:45])[NH:6][C:7]2[CH:43]=[CH:42][C:10]([O:11][C:12]3[CH:17]=[CH:16][N:15]=[C:14]4[CH:18]=[C:19]([C:21]5[N:26]=[CH:25][C:24]([CH2:27][N:28]([CH:29]6[CH2:34][CH2:33][N:32]([C:35]([O:37][C:38]([CH3:39])([CH3:40])[CH3:41])=[O:36])[CH2:31][CH2:30]6)[C:47](=[O:48])[CH3:46])=[CH:23][CH:22]=5)[S:20][C:13]=34)=[C:9]([F:44])[CH:8]=2)[CH2:3][CH2:2]1. The catalyst class is: 18.